Dataset: Forward reaction prediction with 1.9M reactions from USPTO patents (1976-2016). Task: Predict the product of the given reaction. (1) Given the reactants [F:1][C:2]1[C:3]([NH:10][CH2:11][C:12]2([CH3:18])[CH2:17][CH2:16][O:15][CH2:14][CH2:13]2)=[N:4][C:5]([O:8]C)=[CH:6][CH:7]=1.[I-].[Na+].[Si](Cl)(C)(C)C.OS([O-])(=O)=O.[Na+], predict the reaction product. The product is: [F:1][C:2]1[CH:7]=[CH:6][C:5]([OH:8])=[N:4][C:3]=1[NH:10][CH2:11][C:12]1([CH3:18])[CH2:17][CH2:16][O:15][CH2:14][CH2:13]1. (2) Given the reactants O1CCOCC1.ClCCl.[CH2:10]([C:14]1[NH:15][C:16]([CH2:26][OH:27])=[C:17]([C:19]2[CH:24]=[CH:23][C:22]([F:25])=[CH:21][CH:20]=2)[N:18]=1)[CH2:11][CH2:12][CH3:13], predict the reaction product. The product is: [CH2:10]([C:14]1[NH:15][C:16]([CH:26]=[O:27])=[C:17]([C:19]2[CH:24]=[CH:23][C:22]([F:25])=[CH:21][CH:20]=2)[N:18]=1)[CH2:11][CH2:12][CH3:13]. (3) Given the reactants [Cl:1][C:2]1[CH:3]=[CH:4][CH:5]=[C:6]2[C:10]=1[N:9]([CH2:11][CH2:12][CH3:13])[N:8]=[C:7]2[C:14]1[CH:19]=[CH:18][C:17]([O:20]C)=[CH:16][C:15]=1[CH3:22].B(Br)(Br)Br.C1CCCCC=1, predict the reaction product. The product is: [Cl:1][C:2]1[CH:3]=[CH:4][CH:5]=[C:6]2[C:10]=1[N:9]([CH2:11][CH2:12][CH3:13])[N:8]=[C:7]2[C:14]1[CH:19]=[CH:18][C:17]([OH:20])=[CH:16][C:15]=1[CH3:22]. (4) Given the reactants [N:1]1([CH2:7][CH2:8][O:9][C:10]2[CH:15]=[CH:14][C:13]([NH2:16])=[CH:12][CH:11]=2)[CH2:6][CH2:5][CH2:4][CH2:3][CH2:2]1.[F:17][C:18]1[CH:26]=[C:25]2[C:21]([C:22](=[CH:28]O)[C:23](=[O:27])[NH:24]2)=[CH:20][CH:19]=1, predict the reaction product. The product is: [F:17][C:18]1[CH:26]=[C:25]2[C:21]([C:22](=[CH:28][NH:16][C:13]3[CH:12]=[CH:11][C:10]([O:9][CH2:8][CH2:7][N:1]4[CH2:2][CH2:3][CH2:4][CH2:5][CH2:6]4)=[CH:15][CH:14]=3)[C:23](=[O:27])[NH:24]2)=[CH:20][CH:19]=1.